This data is from Catalyst prediction with 721,799 reactions and 888 catalyst types from USPTO. The task is: Predict which catalyst facilitates the given reaction. (1) Reactant: O.O.[Sn](Cl)Cl.[CH3:6][O:7][C:8]([C:10]1[CH:11]=[CH:12][C:13]([N+:19]([O-])=O)=[C:14]2[O:18][CH:17]=[CH:16][C:15]=12)=[O:9]. Product: [CH3:6][O:7][C:8]([C:10]1[CH:11]=[CH:12][C:13]([NH2:19])=[C:14]2[O:18][CH:17]=[CH:16][C:15]=12)=[O:9]. The catalyst class is: 336. (2) Reactant: [Cl:1][C:2]1[CH:7]=[C:6]([S:8][C:9]([F:14])([F:13])[CH:10]([F:12])[F:11])[CH:5]=[CH:4][C:3]=1[N:15]([CH3:29])[C:16]([NH:18][C:19](=[O:28])[C:20]1[C:25]([F:26])=[CH:24][CH:23]=[CH:22][C:21]=1[F:27])=[O:17].[H-].[Na+].[CH3:32]I.[Cl-].[NH4+]. Product: [Cl:1][C:2]1[CH:7]=[C:6]([S:8][C:9]([F:13])([F:14])[CH:10]([F:12])[F:11])[CH:5]=[CH:4][C:3]=1[N:15]([CH3:29])[C:16]([N:18]([C:19](=[O:28])[C:20]1[C:25]([F:26])=[CH:24][CH:23]=[CH:22][C:21]=1[F:27])[CH3:32])=[O:17]. The catalyst class is: 264. (3) Reactant: CC([Mg]Cl)C.[Br:6][C:7]1[CH:12]=[CH:11][C:10](Br)=[CH:9][N:8]=1.CN(C)[CH:16]=[CH:17][CH:18]=[O:19].Cl. Product: [Br:6][C:7]1[N:8]=[CH:9][C:10](/[CH:16]=[CH:17]/[CH:18]=[O:19])=[CH:11][CH:12]=1. The catalyst class is: 1. (4) Reactant: [NH2:1][C:2]1[C:45]([C:46]([F:49])([F:48])[F:47])=[CH:44][C:5]([CH2:6][C@@H:7]([CH2:23][C:24]([N:26]2[CH2:31][CH2:30][CH:29]([N:32]3[CH2:38][CH2:37][C:36]4[CH:39]=[CH:40][CH:41]=[CH:42][C:35]=4[NH:34][C:33]3=[O:43])[CH2:28][CH2:27]2)=[O:25])[C:8]([N:10]2[CH2:15][CH2:14][CH:13]([N:16]3[CH2:21][CH2:20][N:19]([CH3:22])[CH2:18][CH2:17]3)[CH2:12][CH2:11]2)=[O:9])=[CH:4][C:3]=1[Cl:50].Cl. Product: [OH2:9].[OH2:9].[OH2:9].[OH2:9].[OH2:9].[ClH:50].[NH2:1][C:2]1[C:45]([C:46]([F:48])([F:47])[F:49])=[CH:44][C:5]([CH2:6][C@@H:7]([CH2:23][C:24]([N:26]2[CH2:27][CH2:28][CH:29]([N:32]3[CH2:38][CH2:37][C:36]4[CH:39]=[CH:40][CH:41]=[CH:42][C:35]=4[NH:34][C:33]3=[O:43])[CH2:30][CH2:31]2)=[O:25])[C:8]([N:10]2[CH2:15][CH2:14][CH:13]([N:16]3[CH2:21][CH2:20][N:19]([CH3:22])[CH2:18][CH2:17]3)[CH2:12][CH2:11]2)=[O:9])=[CH:4][C:3]=1[Cl:50]. The catalyst class is: 95. (5) Reactant: [OH:1][CH:2]1[CH2:7][CH2:6][O:5][CH2:4][CH2:3]1.CC(C)([O-])C.[K+].F[C:15]1[CH:22]=[CH:21][C:18]([C:19]#[N:20])=[CH:17][C:16]=1[C:23]#[N:24]. Product: [O:5]1[CH2:6][CH2:7][CH:2]([O:1][C:15]2[CH:22]=[CH:21][C:18]([C:19]#[N:20])=[CH:17][C:16]=2[C:23]#[N:24])[CH2:3][CH2:4]1. The catalyst class is: 7. (6) Reactant: C([O:8][C:9]1[C:14](=[O:15])[C:13]([CH:16]([OH:21])[C:17]([F:20])([F:19])[F:18])=[CH:12][N:11]([CH3:22])[C:10]=1[CH3:23])C1C=CC=CC=1. Product: [OH:8][C:9]1[C:14](=[O:15])[C:13]([CH:16]([OH:21])[C:17]([F:20])([F:18])[F:19])=[CH:12][N:11]([CH3:22])[C:10]=1[CH3:23]. The catalyst class is: 19. (7) Reactant: [NH2:1][C:2]1[CH:7]=[CH:6][C:5]([N:8]2[CH2:13][CH2:12][O:11][CH2:10][CH2:9]2)=[CH:4][C:3]=1[NH:14][C@@H:15]1[CH2:20][CH2:19][C@H:18]([C:21]([NH:23][CH:24]([CH3:26])[CH3:25])=[O:22])[CH2:17][CH2:16]1.[N:27]#[C:28]Br. Product: [NH2:27][C:28]1[N:14]([C@@H:15]2[CH2:16][CH2:17][C@H:18]([C:21]([NH:23][CH:24]([CH3:26])[CH3:25])=[O:22])[CH2:19][CH2:20]2)[C:3]2[CH:4]=[C:5]([N:8]3[CH2:13][CH2:12][O:11][CH2:10][CH2:9]3)[CH:6]=[CH:7][C:2]=2[N:1]=1. The catalyst class is: 271.